From a dataset of Retrosynthesis with 50K atom-mapped reactions and 10 reaction types from USPTO. Predict the reactants needed to synthesize the given product. (1) Given the product COC(=O)c1c(-c2cccc(C#N)c2)c(Cl)n2c1CN(C(=O)OC(C)(C)C)CC2, predict the reactants needed to synthesize it. The reactants are: CC(C)(C)OC(=O)OC(=O)OC(C)(C)C.COC(=O)c1c(-c2cccc(C#N)c2)c(Cl)n2c1CNCC2. (2) Given the product COc1cc(N2CCC(C(N)Cn3nc(C(F)(F)F)cc3C)CC2)ccc1Cl, predict the reactants needed to synthesize it. The reactants are: COc1cc(N2CCC(C(=O)Cn3nc(C(F)(F)F)cc3C)CC2)ccc1Cl.[NH4+]. (3) Given the product CC(=O)N1CCC(NC(=O)OC(C)(C)C)C1, predict the reactants needed to synthesize it. The reactants are: CC(=O)Cl.CC(C)(C)OC(=O)NC1CCNC1. (4) Given the product O=C(O)c1cc(Cl)c(Oc2ncccc2C(=O)N2CCN(C3CC3)c3ccccc32)cc1Cl, predict the reactants needed to synthesize it. The reactants are: COC(=O)c1cc(Cl)c(Oc2ncccc2C(=O)N2CCN(C3CC3)c3ccccc32)cc1Cl.